Dataset: Forward reaction prediction with 1.9M reactions from USPTO patents (1976-2016). Task: Predict the product of the given reaction. The product is: [F:27][C:24]([F:25])([F:26])[C:31]([O-:33])=[O:32].[CH3:71][NH+:72]1[CH2:77][CH2:76][N:75]([C:2]2[CH:30]=[CH:29][CH:28]=[C:4]([CH2:5][C:6]3[N:7]=[C:8]([C:12]4[O:16][N:15]=[C:14]([C:17]5[CH:22]=[CH:21][C:20]([O:23][C:24]([F:27])([F:26])[F:25])=[CH:19][CH:18]=5)[N:13]=4)[S:9][C:10]=3[CH3:11])[CH:3]=2)[CH2:74][CH2:73]1. Given the reactants Br[C:2]1[CH:3]=[C:4]([CH:28]=[CH:29][CH:30]=1)[CH2:5][C:6]1[N:7]=[C:8]([C:12]2[O:16][N:15]=[C:14]([C:17]3[CH:22]=[CH:21][C:20]([O:23][C:24]([F:27])([F:26])[F:25])=[CH:19][CH:18]=3)[N:13]=2)[S:9][C:10]=1[CH3:11].[C:31]([O-])([O-:33])=[O:32].[Cs+].[Cs+].CC(C1C=C(C(C)C)C(C2C=CC=CC=2P(C2CCCCC2)C2CCCCC2)=C(C(C)C)C=1)C.[CH3:71][N:72]1[CH2:77][CH2:76][NH:75][CH2:74][CH2:73]1, predict the reaction product.